From a dataset of Reaction yield outcomes from USPTO patents with 853,638 reactions. Predict the reaction yield, written as a fraction of the theoretical maximum amount of product (1.0 means a 100% yield; for example, 0.34 means a 34% yield). (1) The reactants are [C:1]([C:4]1[CH:9]=[CH:8][C:7]([S:10]([NH2:13])(=[O:12])=[O:11])=[CH:6][CH:5]=1)(=[O:3])[CH3:2].[CH3:14][O:15][C:16]1[C:23]([C:24]2[S:25][CH:26]=[CH:27][CH:28]=2)=[CH:22][C:19]([CH:20]=O)=[C:18]([O:29][CH2:30][CH2:31][CH2:32][N:33]2[CH2:38][CH2:37][O:36][CH2:35][CH2:34]2)[CH:17]=1. No catalyst specified. The product is [CH3:14][O:15][C:16]1[C:23]([C:24]2[S:25][CH:26]=[CH:27][CH:28]=2)=[CH:22][C:19](/[CH:20]=[CH:2]/[C:1]([C:4]2[CH:5]=[CH:6][C:7]([S:10]([NH2:13])(=[O:11])=[O:12])=[CH:8][CH:9]=2)=[O:3])=[C:18]([O:29][CH2:30][CH2:31][CH2:32][N:33]2[CH2:34][CH2:35][O:36][CH2:37][CH2:38]2)[CH:17]=1. The yield is 0.480. (2) The reactants are Cl[C:2]1[CH:7]=[C:6]([O:8][C:9]2[CH:10]=[CH:11][C:12]([NH:15][C:16]([N:18]3[CH2:22][CH2:21][N:20]([CH:23]4[CH2:28][CH2:27][O:26][CH2:25][CH2:24]4)[C:19]3=[O:29])=[O:17])=[N:13][CH:14]=2)[CH:5]=[CH:4][N:3]=1.[CH2:30]([N:32]1[CH:36]=[C:35](B2OC(C)(C)C(C)(C)O2)[CH:34]=[N:33]1)[CH3:31].C([O-])([O-])=O.[K+].[K+]. The catalyst is C1C=CC([P]([Pd]([P](C2C=CC=CC=2)(C2C=CC=CC=2)C2C=CC=CC=2)([P](C2C=CC=CC=2)(C2C=CC=CC=2)C2C=CC=CC=2)[P](C2C=CC=CC=2)(C2C=CC=CC=2)C2C=CC=CC=2)(C2C=CC=CC=2)C2C=CC=CC=2)=CC=1.O1CCOCC1.O. The product is [CH2:30]([N:32]1[CH:36]=[C:35]([C:2]2[CH:7]=[C:6]([O:8][C:9]3[CH:10]=[CH:11][C:12]([NH:15][C:16]([N:18]4[CH2:22][CH2:21][N:20]([CH:23]5[CH2:28][CH2:27][O:26][CH2:25][CH2:24]5)[C:19]4=[O:29])=[O:17])=[N:13][CH:14]=3)[CH:5]=[CH:4][N:3]=2)[CH:34]=[N:33]1)[CH3:31]. The yield is 0.800.